Dataset: Reaction yield outcomes from USPTO patents with 853,638 reactions. Task: Predict the reaction yield, written as a fraction of the theoretical maximum amount of product (1.0 means a 100% yield; for example, 0.34 means a 34% yield). (1) The reactants are [Br:1][C:2]1[CH:16]=[C:15]2[C:5]([CH2:6][C:7]([CH3:18])([CH3:17])[CH2:8][C:9]32[CH2:13][O:12][C:11]([NH2:14])=[N:10]3)=[CH:4][CH:3]=1.[CH3:19][C:20]([O:23][C:24](O[C:24]([O:23][C:20]([CH3:22])([CH3:21])[CH3:19])=[O:25])=[O:25])([CH3:22])[CH3:21]. The catalyst is C1COCC1. The product is [Br:1][C:2]1[CH:16]=[C:15]2[C:5]([CH2:6][C:7]([CH3:18])([CH3:17])[CH2:8][C:9]32[CH2:13][O:12][C:11]([NH:14][C:24](=[O:25])[O:23][C:20]([CH3:22])([CH3:21])[CH3:19])=[N:10]3)=[CH:4][CH:3]=1. The yield is 0.562. (2) The reactants are [NH2:1][C:2]1[C:11]2[C:6](=[CH:7][CH:8]=[CH:9][C:10]=2[O:12][CH:13]2[CH2:18][CH2:17][CH2:16][CH2:15][CH2:14]2)[N:5]=[C:4]([CH3:19])[C:3]=1[C:20]([O:22]CC)=[O:21].[OH-].[Na+].Cl. The catalyst is CCO.O. The product is [NH2:1][C:2]1[C:11]2[C:6](=[CH:7][CH:8]=[CH:9][C:10]=2[O:12][CH:13]2[CH2:18][CH2:17][CH2:16][CH2:15][CH2:14]2)[N:5]=[C:4]([CH3:19])[C:3]=1[C:20]([OH:22])=[O:21]. The yield is 0.990. (3) The reactants are [C:1]([C:5]1[CH:6]=[C:7]([CH:19]=[C:20]([C:22]([CH3:25])([CH3:24])[CH3:23])[CH:21]=1)[CH2:8][CH:9]1[CH2:14][CH:13]([C:15]([O:17][CH3:18])=[O:16])[CH2:12][CH2:11][NH:10]1)([CH3:4])([CH3:3])[CH3:2].CCN(C(C)C)C(C)C.[C:35](Cl)(=[O:38])[O:36][CH3:37]. The catalyst is C(Cl)Cl. The product is [C:1]([C:5]1[CH:6]=[C:7]([CH:19]=[C:20]([C:22]([CH3:25])([CH3:24])[CH3:23])[CH:21]=1)[CH2:8][CH:9]1[CH2:14][CH:13]([C:15]([O:17][CH3:18])=[O:16])[CH2:12][CH2:11][N:10]1[C:35]([O:36][CH3:37])=[O:38])([CH3:3])([CH3:4])[CH3:2]. The yield is 0.910. (4) The reactants are [Br:1][C:2]1[CH:29]=[CH:28][C:5]2[C:6]3[N:7]([CH:11]=[C:12]([C:14]([N:16]=[C:17](SC)[NH:18]C(OC(C)(C)C)=O)=O)[N:13]=3)[CH2:8][CH2:9][O:10][C:4]=2[CH:3]=1.Cl.[CH:31]([NH:34][NH2:35])([CH3:33])[CH3:32].CCN(C(C)C)C(C)C. The catalyst is CN(C=O)C. The product is [Br:1][C:2]1[CH:29]=[CH:28][C:5]2[C:6]3[N:7]([CH:11]=[C:12]([C:14]4[N:34]([CH:31]([CH3:33])[CH3:32])[N:35]=[C:17]([NH2:18])[N:16]=4)[N:13]=3)[CH2:8][CH2:9][O:10][C:4]=2[CH:3]=1. The yield is 0.490. (5) The reactants are [C:1]([C:5]1[C:6]([O:34][CH3:35])=[C:7]([CH:23]=[C:24]([N:26]2[CH:31]=[CH:30][C:29](=[O:32])[NH:28][C:27]2=[O:33])[CH:25]=1)/[CH:8]=[CH:9]/[C:10]1[CH:15]=[CH:14][C:13]([NH:16][S:17]([CH3:20])(=[O:19])=[O:18])=[CH:12][C:11]=1[CH2:21][OH:22])([CH3:4])([CH3:3])[CH3:2].S(Cl)(Cl)=O.[CH3:40][O-].[Na+].CO. The catalyst is C(Cl)Cl. The product is [C:1]([C:5]1[C:6]([O:34][CH3:35])=[C:7]([CH:23]=[C:24]([N:26]2[CH:31]=[CH:30][C:29](=[O:32])[NH:28][C:27]2=[O:33])[CH:25]=1)/[CH:8]=[CH:9]/[C:10]1[CH:15]=[CH:14][C:13]([NH:16][S:17]([CH3:20])(=[O:18])=[O:19])=[CH:12][C:11]=1[CH2:21][O:22][CH3:40])([CH3:4])([CH3:2])[CH3:3]. The yield is 0.460. (6) The reactants are [F:1][C:2]([F:24])([F:23])[CH:3]([C:14]1[CH:19]=[C:18]([Cl:20])[C:17]([Cl:21])=[C:16]([Cl:22])[CH:15]=1)/[CH:4]=[CH:5]/[C:6]1[CH:11]=[CH:10][C:9]([NH:12][NH2:13])=[CH:8][CH:7]=1.CCN(C(C)C)C(C)C.C1C=CC2N(O)N=NC=2C=1.O.CCN=C=NCCCN(C)C.Cl.[CH:57]1([C:60](Cl)=[O:61])[CH2:59][CH2:58]1. The catalyst is C(Cl)Cl.C([O-])(O)=O.[Na+]. The product is [F:24][C:2]([F:1])([F:23])[CH:3]([C:14]1[CH:15]=[C:16]([Cl:22])[C:17]([Cl:21])=[C:18]([Cl:20])[CH:19]=1)/[CH:4]=[CH:5]/[C:6]1[CH:11]=[CH:10][C:9]([NH:12][NH:13][C:60]([CH:57]2[CH2:59][CH2:58]2)=[O:61])=[CH:8][CH:7]=1. The yield is 0.550. (7) The reactants are CC[N:3](C1C=CC=CC=1)CC.[C:12]1([C:22]([OH:24])=O)[C:21]2[C:16](=[CH:17][CH:18]=[CH:19][CH:20]=2)[CH:15]=[CH:14][CH:13]=1.Cl.CN(C)CCCN=C=NCC.ON1C2C=CC=CC=2N=N1. The catalyst is C1COCC1. The product is [C:12]1([C:22]([NH2:3])=[O:24])[C:21]2[C:16](=[CH:17][CH:18]=[CH:19][CH:20]=2)[CH:15]=[CH:14][CH:13]=1. The yield is 0.680. (8) The reactants are [ClH:1].O1CCOCC1.[CH:8]1([N:11]2[CH2:16][CH2:15][N:14](C(OC(C)(C)C)=O)[CH2:13][CH2:12]2)[CH2:10][CH2:9]1. The catalyst is CO.C(OCC)(=O)C. The product is [ClH:1].[ClH:1].[CH:8]1([N:11]2[CH2:16][CH2:15][NH:14][CH2:13][CH2:12]2)[CH2:10][CH2:9]1. The yield is 0.930.